From a dataset of Reaction yield outcomes from USPTO patents with 853,638 reactions. Predict the reaction yield, written as a fraction of the theoretical maximum amount of product (1.0 means a 100% yield; for example, 0.34 means a 34% yield). (1) The yield is 0.970. The catalyst is O1CCOCC1. The product is [Br:1][C:2]1[CH:3]=[C:4]([C@@:9]([NH2:15])([CH2:11][C:12]([CH3:14])=[CH2:13])[CH3:10])[CH:5]=[CH:6][C:7]=1[F:8]. The reactants are [Br:1][C:2]1[CH:3]=[C:4]([C@@:9]([NH:15][S@@](C(C)(C)C)=O)([CH2:11][C:12]([CH3:14])=[CH2:13])[CH3:10])[CH:5]=[CH:6][C:7]=1[F:8].Cl. (2) The yield is 0.250. The product is [N:1]1[CH:2]=[CH:3][N:4]2[CH:9]=[CH:8][CH:7]=[C:6]([CH2:10][CH:11]3[C:19]4[C:14](=[CH:15][CH:16]=[CH:17][CH:18]=4)[CH:13]([OH:20])[O:12]3)[C:5]=12. The catalyst is C(Cl)Cl. The reactants are [N:1]1[CH:2]=[CH:3][N:4]2[CH:9]=[CH:8][CH:7]=[C:6]([CH2:10][CH:11]3[C:19]4[C:14](=[CH:15][CH:16]=[CH:17][CH:18]=4)[C:13](=[O:20])[O:12]3)[C:5]=12.C([BH-](CC)CC)C.[Li+]. (3) The reactants are [Cl:1][C:2]1[N:7]=[CH:6][N:5]=[C:4]([N:8]2[C:16]3[C:11](=[CH:12][CH:13]=[CH:14][CH:15]=3)[C:10]([C:17]([OH:19])=O)=[N:9]2)[CH:3]=1.[Cl-].[NH4+:21]. No catalyst specified. The product is [Cl:1][C:2]1[N:7]=[CH:6][N:5]=[C:4]([N:8]2[C:16]3[C:11](=[CH:12][CH:13]=[CH:14][CH:15]=3)[C:10]([C:17]([NH2:21])=[O:19])=[N:9]2)[CH:3]=1. The yield is 0.590. (4) The reactants are N#N.[CH3:3][C:4]1[O:5][C:6]([C:12]2[CH:17]=[CH:16][C:15]([NH:18][C:19](=[O:33])[CH2:20][C:21]3[CH:26]=[C:25]([O:27]C)[C:24]([O:29]C)=[C:23]([O:31]C)[CH:22]=3)=[CH:14][C:13]=2[N+:34]([O-:36])=[O:35])=[CH:7][C:8]=1[C:9]([OH:11])=[O:10].B(Br)(Br)Br.O. The catalyst is C(Cl)Cl.CO. The product is [CH3:3][C:4]1[O:5][C:6]([C:12]2[CH:17]=[CH:16][C:15]([NH:18][C:19](=[O:33])[CH2:20][C:21]3[CH:26]=[C:25]([OH:27])[C:24]([OH:29])=[C:23]([OH:31])[CH:22]=3)=[CH:14][C:13]=2[N+:34]([O-:36])=[O:35])=[CH:7][C:8]=1[C:9]([OH:11])=[O:10]. The yield is 0.720. (5) The reactants are C([O:3][C:4]([C:6]1[C:15](=[O:16])[C:14]2[C:9](=[CH:10][CH:11]=[CH:12][C:13]=2[OH:17])[NH:8][CH:7]=1)=[O:5])C. The catalyst is [OH-].[Na+]. The product is [OH:17][C:13]1[CH:12]=[CH:11][CH:10]=[C:9]2[C:14]=1[C:15](=[O:16])[C:6]([C:4]([OH:5])=[O:3])=[CH:7][NH:8]2. The yield is 0.870.